The task is: Regression. Given two drug SMILES strings and cell line genomic features, predict the synergy score measuring deviation from expected non-interaction effect.. This data is from NCI-60 drug combinations with 297,098 pairs across 59 cell lines. (1) Drug 2: CNC(=O)C1=NC=CC(=C1)OC2=CC=C(C=C2)NC(=O)NC3=CC(=C(C=C3)Cl)C(F)(F)F. Synergy scores: CSS=-2.79, Synergy_ZIP=4.03, Synergy_Bliss=2.07, Synergy_Loewe=-4.26, Synergy_HSA=-5.19. Drug 1: CC12CCC3C(C1CCC2O)C(CC4=C3C=CC(=C4)O)CCCCCCCCCS(=O)CCCC(C(F)(F)F)(F)F. Cell line: A549. (2) Drug 1: C1CCN(CC1)CCOC2=CC=C(C=C2)C(=O)C3=C(SC4=C3C=CC(=C4)O)C5=CC=C(C=C5)O. Drug 2: CC1C(C(=O)NC(C(=O)N2CCCC2C(=O)N(CC(=O)N(C(C(=O)O1)C(C)C)C)C)C(C)C)NC(=O)C3=C4C(=C(C=C3)C)OC5=C(C(=O)C(=C(C5=N4)C(=O)NC6C(OC(=O)C(N(C(=O)CN(C(=O)C7CCCN7C(=O)C(NC6=O)C(C)C)C)C)C(C)C)C)N)C. Cell line: UACC62. Synergy scores: CSS=19.1, Synergy_ZIP=1.35, Synergy_Bliss=2.50, Synergy_Loewe=-16.4, Synergy_HSA=0.711. (3) Drug 2: CN(CCCl)CCCl.Cl. Synergy scores: CSS=30.1, Synergy_ZIP=-4.12, Synergy_Bliss=-1.18, Synergy_Loewe=-45.7, Synergy_HSA=0.134. Cell line: CAKI-1. Drug 1: CS(=O)(=O)C1=CC(=C(C=C1)C(=O)NC2=CC(=C(C=C2)Cl)C3=CC=CC=N3)Cl. (4) Drug 1: CCN(CC)CCNC(=O)C1=C(NC(=C1C)C=C2C3=C(C=CC(=C3)F)NC2=O)C. Drug 2: N.N.Cl[Pt+2]Cl. Cell line: HL-60(TB). Synergy scores: CSS=59.1, Synergy_ZIP=-3.27, Synergy_Bliss=-1.97, Synergy_Loewe=0.420, Synergy_HSA=1.50. (5) Drug 1: CNC(=O)C1=CC=CC=C1SC2=CC3=C(C=C2)C(=NN3)C=CC4=CC=CC=N4. Drug 2: COCCOC1=C(C=C2C(=C1)C(=NC=N2)NC3=CC=CC(=C3)C#C)OCCOC.Cl. Cell line: PC-3. Synergy scores: CSS=0.758, Synergy_ZIP=0.262, Synergy_Bliss=-0.122, Synergy_Loewe=-2.46, Synergy_HSA=-2.45.